Dataset: Catalyst prediction with 721,799 reactions and 888 catalyst types from USPTO. Task: Predict which catalyst facilitates the given reaction. (1) Reactant: [CH2:1]([O:8][C:9]([N:11]1[CH:15]([C:16]([OH:18])=O)[CH2:14][S:13][CH:12]1[C:19]1[CH:24]=[CH:23][N:22]=[CH:21][CH:20]=1)=[O:10])[C:2]1[CH:7]=[CH:6][CH:5]=[CH:4][CH:3]=1.CN(C(ON1N=NC2C=CC=NC1=2)=[N+](C)C)C.F[P-](F)(F)(F)(F)F.CCN(C(C)C)C(C)C.[NH2:58][C:59]([NH2:61])=[S:60]. Product: [CH2:1]([O:8][C:9]([N:11]1[CH:15]([C:16]([NH:58][C:59]([NH2:61])=[S:60])=[O:18])[CH2:14][S:13][CH:12]1[C:19]1[CH:24]=[CH:23][N:22]=[CH:21][CH:20]=1)=[O:10])[C:2]1[CH:7]=[CH:6][CH:5]=[CH:4][CH:3]=1. The catalyst class is: 3. (2) Reactant: [CH2:1]([O:8][C:9]1[CH:18]=[CH:17][C:12]2[S:13]C(=O)[O:15][C:11]=2[CH:10]=1)[C:2]1[CH:7]=[CH:6][CH:5]=[CH:4][CH:3]=1.[OH-].[K+]. Product: [CH2:1]([O:8][C:9]1[CH:18]=[CH:17][C:12]([SH:13])=[C:11]([OH:15])[CH:10]=1)[C:2]1[CH:3]=[CH:4][CH:5]=[CH:6][CH:7]=1. The catalyst class is: 12. (3) Reactant: [Br:1][C:2]1[N:7]=[CH:6][C:5]2[CH:8]=[CH:9][NH:10][C:4]=2[CH:3]=1.[O:11]=[C:12]1[CH:16]=[CH:15][CH2:14][N:13]1C(OC(C)(C)C)=O. Product: [Br:1][C:2]1[N:7]=[CH:6][C:5]2[C:8]([CH:15]3[CH2:14][NH:13][C:12](=[O:11])[CH2:16]3)=[CH:9][NH:10][C:4]=2[CH:3]=1. The catalyst class is: 15. (4) Reactant: [S:1]1[C:5]2[CH:6]=[CH:7][CH:8]=[CH:9][C:4]=2[CH:3]=[C:2]1[C:10]([NH:12][CH2:13][C:14]#[C:15][C:16]1[CH:25]=[CH:24][C:19]([C:20](OC)=[O:21])=[CH:18][CH:17]=1)=[O:11].[NH2:26][OH:27].[OH-].[Na+].Cl. Product: [OH:27][NH:26][C:20](=[O:21])[C:19]1[CH:24]=[CH:25][C:16]([C:15]#[C:14][CH2:13][NH:12][C:10]([C:2]2[S:1][C:5]3[CH:6]=[CH:7][CH:8]=[CH:9][C:4]=3[CH:3]=2)=[O:11])=[CH:17][CH:18]=1. The catalyst class is: 36. (5) Reactant: [C:1]([N:4]1[C:12]2[C:7](=[CH:8][CH:9]=[C:10]([N:13]3[C:17](=[O:18])[C:16]([CH3:20])([CH3:19])[NH:15][C:14]3=[O:21])[CH:11]=2)[C:6]([CH3:23])([CH3:22])[CH2:5]1)(=[O:3])[CH3:2].C(=O)([O-])[O-].[Cs+].[Cs+].Br.Br[CH2:32][C:33]1[CH:38]=[CH:37][N:36]=[CH:35][CH:34]=1. Product: [C:1]([N:4]1[C:12]2[C:7](=[CH:8][CH:9]=[C:10]([N:13]3[C:17](=[O:18])[C:16]([CH3:20])([CH3:19])[N:15]([CH2:32][C:33]4[CH:38]=[CH:37][N:36]=[CH:35][CH:34]=4)[C:14]3=[O:21])[CH:11]=2)[C:6]([CH3:23])([CH3:22])[CH2:5]1)(=[O:3])[CH3:2]. The catalyst class is: 9. (6) Reactant: [CH3:1][N:2]1[CH2:27][CH2:26][C:5]2[N:6]([CH2:14][C:15]([C:18]3[CH:19]=[N:20][C:21]([O:24]C)=[CH:22][CH:23]=3)([OH:17])[CH3:16])[C:7]3[CH:8]=[CH:9][C:10]([CH3:13])=[CH:11][C:12]=3[C:4]=2[CH2:3]1. Product: [CH3:1][N:2]1[CH2:27][CH2:26][C:5]2[N:6]([CH2:14][C:15]([C:18]3[CH:23]=[CH:22][C:21]([OH:24])=[N:20][CH:19]=3)([OH:17])[CH3:16])[C:7]3[CH:8]=[CH:9][C:10]([CH3:13])=[CH:11][C:12]=3[C:4]=2[CH2:3]1. The catalyst class is: 33. (7) Reactant: CN(C)C=O.C(=O)([O-])[O-].[K+].[K+].I[CH2:13][CH2:14][CH3:15].[F:16][C:17]1[CH:22]=[CH:21][C:20]([OH:23])=[C:19]([N+:24]([O-:26])=[O:25])[CH:18]=1. Product: [F:16][C:17]1[CH:22]=[CH:21][C:20]([O:23][CH2:13][CH2:14][CH3:15])=[C:19]([N+:24]([O-:26])=[O:25])[CH:18]=1. The catalyst class is: 6. (8) Reactant: C1COCC1.[C:6]([O:10][CH3:11])(=[O:9])[C:7]#[CH:8].[Li]CCCC.[Cl:17][C:18]1[CH:19]=[C:20]([CH:23]=[CH:24][CH:25]=1)[CH:21]=[O:22]. Product: [Cl:17][C:18]1[CH:19]=[C:20]([CH:21]([OH:22])[C:8]#[C:7][C:6]([O:10][CH3:11])=[O:9])[CH:23]=[CH:24][CH:25]=1. The catalyst class is: 15.